The task is: Predict the reactants needed to synthesize the given product.. This data is from Full USPTO retrosynthesis dataset with 1.9M reactions from patents (1976-2016). (1) Given the product [CH:8]([C:20]1[C:19]2[C:14](=[CH:15][CH:16]=[C:17]([C:21]#[N:22])[CH:18]=2)[NH:13][C:12]=1[CH3:11])=[O:9], predict the reactants needed to synthesize it. The reactants are: P(Cl)(Cl)(Cl)=O.CN(C)[CH:8]=[O:9].[CH3:11][C:12]1[NH:13][C:14]2[C:19]([CH:20]=1)=[CH:18][C:17]([C:21]#[N:22])=[CH:16][CH:15]=2.C(=O)([O-])[O-].[K+].[K+]. (2) Given the product [F:1][C:2]1[CH:3]=[C:4]([CH:5]=[CH:6][CH:7]=1)[CH2:8][CH:9]([NH:10][C:11]([C:13]1[CH:22]=[N:21][C:20]2[C:15](=[CH:16][CH:17]=[CH:18][CH:19]=2)[N:14]=1)=[O:12])[CH:23]([OH:37])[CH2:24][CH:25]([C:32]1[NH:33][CH:34]=[CH:35][N:36]=1)[CH2:26][CH2:27][C:28]([OH:31])([CH3:30])[CH3:29], predict the reactants needed to synthesize it. The reactants are: [F:1][C:2]1[CH:3]=[C:4]([CH2:8][CH:9]([CH:23]([O:37]C(=O)C)[CH2:24][CH:25]([C:32]2[NH:33][CH:34]=[CH:35][N:36]=2)[CH2:26][CH2:27][C:28]([OH:31])([CH3:30])[CH3:29])[NH:10][C:11]([C:13]2[CH:22]=[N:21][C:20]3[C:15](=[CH:16][CH:17]=[CH:18][CH:19]=3)[N:14]=2)=[O:12])[CH:5]=[CH:6][CH:7]=1.C(=O)([O-])[O-].[K+].[K+].